The task is: Regression. Given two drug SMILES strings and cell line genomic features, predict the synergy score measuring deviation from expected non-interaction effect.. This data is from NCI-60 drug combinations with 297,098 pairs across 59 cell lines. Drug 1: C1=CC(=C2C(=C1NCCNCCO)C(=O)C3=C(C=CC(=C3C2=O)O)O)NCCNCCO. Drug 2: CC1=C(C=C(C=C1)NC(=O)C2=CC=C(C=C2)CN3CCN(CC3)C)NC4=NC=CC(=N4)C5=CN=CC=C5. Cell line: SR. Synergy scores: CSS=86.7, Synergy_ZIP=18.7, Synergy_Bliss=18.1, Synergy_Loewe=-10.4, Synergy_HSA=17.9.